This data is from Full USPTO retrosynthesis dataset with 1.9M reactions from patents (1976-2016). The task is: Predict the reactants needed to synthesize the given product. (1) Given the product [NH2:38][C:24]1[N:25]=[C:26]([C:28]2[CH:37]=[C:36]3[C:31]([CH2:32][CH2:33][N:34]([C:10]([NH:9][C:3]4([CH3:2])[CH2:8][CH2:7][CH2:6][CH2:5][CH2:4]4)=[O:11])[CH2:35]3)=[CH:30][CH:29]=2)[CH:27]=[C:22]([N:19]2[CH2:18][CH2:17][N:16]([CH3:15])[CH2:21][CH2:20]2)[N:23]=1, predict the reactants needed to synthesize it. The reactants are: Cl.[CH3:2][C:3]1([NH2:9])[CH2:8][CH2:7][CH2:6][CH2:5][CH2:4]1.[C:10](Cl)(Cl)=[O:11].Cl.[CH3:15][N:16]1[CH2:21][CH2:20][N:19]([C:22]2[CH:27]=[C:26]([C:28]3[CH:37]=[C:36]4[C:31]([CH2:32][CH2:33][NH:34][CH2:35]4)=[CH:30][CH:29]=3)[N:25]=[C:24]([NH2:38])[N:23]=2)[CH2:18][CH2:17]1. (2) Given the product [C:41]([O:40][C:38]([N:34]1[C:35]2[C:31](=[CH:30][C:29]([C:2]3[CH:3]=[CH:4][N:5]4[C:10]([C:11]=3[CH3:12])=[C:9]([CH:13]3[CH2:15][CH2:14]3)[CH:8]=[C:7]([C:16]([O:18][CH3:19])=[O:17])[C:6]4=[O:20])=[CH:37][CH:36]=2)[CH2:32][CH2:33]1)=[O:39])([CH3:44])([CH3:42])[CH3:43], predict the reactants needed to synthesize it. The reactants are: Cl[C:2]1[CH:3]=[CH:4][N:5]2[C:10]([C:11]=1[CH3:12])=[C:9]([CH:13]1[CH2:15][CH2:14]1)[CH:8]=[C:7]([C:16]([O:18][CH3:19])=[O:17])[C:6]2=[O:20].CC1(C)C(C)(C)OB([C:29]2[CH:30]=[C:31]3[C:35](=[CH:36][CH:37]=2)[N:34]([C:38]([O:40][C:41]([CH3:44])([CH3:43])[CH3:42])=[O:39])[CH2:33][CH2:32]3)O1. (3) Given the product [Br:2][C:3]1[CH:4]=[CH:5][C:6]([O:16][CH2:15][CH2:14][O:13][CH3:12])=[N:7][CH:8]=1, predict the reactants needed to synthesize it. The reactants are: [Na].[Br:2][C:3]1[CH:4]=[CH:5][C:6]([N+]([O-])=O)=[N:7][CH:8]=1.[CH3:12][O:13][CH2:14][CH2:15][OH:16]. (4) The reactants are: [H-].[Al+3].[Li+].[H-].[H-].[H-].[O:7]1[C:11]2([CH2:16][CH2:15][C:14]([C:22](OCC)=[O:23])([C:17](OCC)=[O:18])[CH2:13][CH2:12]2)[O:10][CH2:9][CH2:8]1. Given the product [O:7]1[C:11]2([CH2:12][CH2:13][C:14]([CH2:17][OH:18])([CH2:22][OH:23])[CH2:15][CH2:16]2)[O:10][CH2:9][CH2:8]1, predict the reactants needed to synthesize it. (5) Given the product [C:26]1([CH:7]([C:1]2[CH:2]=[CH:3][CH:4]=[CH:5][CH:6]=2)[CH2:8][N:9]([CH2:22][CH2:23][CH2:24][O:25][C:33]2[CH:42]=[CH:41][CH:40]=[C:35]([C:36]([O:38][CH3:39])=[O:37])[CH:34]=2)[CH2:10][C:11]2[CH:16]=[CH:15][CH:14]=[C:13]([C:17]([F:19])([F:20])[F:18])[C:12]=2[Cl:21])[CH:27]=[CH:28][CH:29]=[CH:30][CH:31]=1, predict the reactants needed to synthesize it. The reactants are: [C:1]1([CH:7]([C:26]2[CH:31]=[CH:30][CH:29]=[CH:28][CH:27]=2)[CH2:8][N:9]([CH2:22][CH2:23][CH2:24][OH:25])[CH2:10][C:11]2[CH:16]=[CH:15][CH:14]=[C:13]([C:17]([F:20])([F:19])[F:18])[C:12]=2[Cl:21])[CH:6]=[CH:5][CH:4]=[CH:3][CH:2]=1.O[C:33]1[CH:34]=[C:35]([CH:40]=[CH:41][CH:42]=1)[C:36]([O:38][CH3:39])=[O:37].C1C=CC(P(C2C=CC=CC=2)C2C=CC=CC=2)=CC=1.CC(OC(/N=N/C(OC(C)C)=O)=O)C. (6) Given the product [Cl:1][C:2]1[CH:7]=[CH:6][CH:5]=[CH:4][C:3]=1[NH:57][CH:58]1[CH2:59][CH2:60][N:61]([C:64]([O:66][C:67]([CH3:70])([CH3:69])[CH3:68])=[O:65])[CH2:62][CH2:63]1, predict the reactants needed to synthesize it. The reactants are: [Cl:1][C:2]1[CH:7]=[CH:6][CH:5]=[CH:4][C:3]=1I.CC([O-])(C)C.[Na+].CC1(C)C2C(=C(P(C3C=CC=CC=3)C3C=CC=CC=3)C=CC=2)OC2C(P(C3C=CC=CC=3)C3C=CC=CC=3)=CC=CC1=2.[NH2:57][CH:58]1[CH2:63][CH2:62][N:61]([C:64]([O:66][C:67]([CH3:70])([CH3:69])[CH3:68])=[O:65])[CH2:60][CH2:59]1.